This data is from Reaction yield outcomes from USPTO patents with 853,638 reactions. The task is: Predict the reaction yield, written as a fraction of the theoretical maximum amount of product (1.0 means a 100% yield; for example, 0.34 means a 34% yield). (1) The reactants are C([N:8]1[CH:12]=[CH:11][N:10]=[C:9]1[CH:13]1[C:18]2=[N:19][NH:20][C:21](=[O:26])[C:22]3[CH:23]=[CH:24][CH:25]=[C:16]([C:17]=32)[NH:15][CH:14]1[C:27]1[CH:32]=[CH:31][CH:30]=[CH:29][CH:28]=1)C1C=CC=CC=1. The catalyst is [OH-].[OH-].[Pd+2].CO. The product is [NH:10]1[CH:11]=[CH:12][N:8]=[C:9]1[CH:13]1[C:18]2=[N:19][NH:20][C:21](=[O:26])[C:22]3[CH:23]=[CH:24][CH:25]=[C:16]([C:17]=32)[NH:15][CH:14]1[C:27]1[CH:32]=[CH:31][CH:30]=[CH:29][CH:28]=1. The yield is 0.720. (2) The reactants are [S:1]1[CH:5]=[CH:4][C:3]2[C:6]([N:10]3[CH2:15][CH2:14][N:13]([CH2:16][CH2:17][CH2:18][CH2:19][O:20][C:21]4[CH:30]=[C:29]5[C:24]([CH2:25][CH2:26][C:27](=[O:31])[NH:28]5)=[CH:23][CH:22]=4)[CH2:12][CH2:11]3)=[CH:7][CH:8]=[CH:9][C:2]1=2.[H-].[Na+].[CH2:45](C(OC(Cl)[CH2:45][C:46]1[CH:51]=[CH:50][CH:49]=[CH:48][CH:47]=1)Cl)[C:46]1[CH:51]=[CH:50][CH:49]=[CH:48][CH:47]=1.[O:53]1CCC[CH2:54]1. No catalyst specified. The product is [S:1]1[CH:5]=[CH:4][C:3]2[C:6]([N:10]3[CH2:11][CH2:12][N:13]([CH2:16][CH2:17][CH2:18][CH2:19][O:20][C:21]4[CH:30]=[C:29]5[C:24]([CH2:25][CH2:26][C:27](=[O:31])[N:28]5[CH2:54][O:53][CH2:45][C:46]5[CH:47]=[CH:48][CH:49]=[CH:50][CH:51]=5)=[CH:23][CH:22]=4)[CH2:14][CH2:15]3)=[CH:7][CH:8]=[CH:9][C:2]1=2. The yield is 0.740. (3) The reactants are [N:1]1([CH2:7][CH2:8][CH2:9][CH2:10][O:11][C:12]2[CH:17]=[CH:16][C:15]([NH2:18])=[CH:14][CH:13]=2)[CH2:6][CH2:5][CH2:4][CH2:3][CH2:2]1.[F:19][C:20]1[CH:28]=[C:27]2[C:23]([C:24](=[CH:30]O)[C:25](=[O:29])[NH:26]2)=[CH:22][CH:21]=1. No catalyst specified. The product is [F:19][C:20]1[CH:28]=[C:27]2[C:23]([C:24](=[CH:30][NH:18][C:15]3[CH:14]=[CH:13][C:12]([O:11][CH2:10][CH2:9][CH2:8][CH2:7][N:1]4[CH2:2][CH2:3][CH2:4][CH2:5][CH2:6]4)=[CH:17][CH:16]=3)[C:25](=[O:29])[NH:26]2)=[CH:22][CH:21]=1. The yield is 0.730. (4) The reactants are [CH2:1]([S:3]([C:6]1[CH:7]=[C:8]([C:20]#[N:21])[C:9]([C:12]2[CH:17]=[C:16]([OH:18])[CH:15]=[CH:14][C:13]=2[F:19])=[CH:10][CH:11]=1)(=[O:5])=[O:4])[CH3:2].[S:22](O[S:22]([C:25]([F:28])([F:27])[F:26])(=[O:24])=[O:23])([C:25]([F:28])([F:27])[F:26])(=[O:24])=[O:23]. The catalyst is C(Cl)Cl. The product is [F:26][C:25]([F:28])([F:27])[S:22]([O:18][C:16]1[CH:17]=[C:12]([C:9]2[CH:10]=[CH:11][C:6]([S:3]([CH2:1][CH3:2])(=[O:4])=[O:5])=[CH:7][C:8]=2[C:20]#[N:21])[C:13]([F:19])=[CH:14][CH:15]=1)(=[O:24])=[O:23]. The yield is 0.820. (5) The reactants are [Cl:1][C:2]1[C:7]([O:8][CH3:9])=[CH:6][C:5]([O:10][CH3:11])=[C:4]([Cl:12])[C:3]=1[C:13]1[CH:14]=[C:15]2[C:20](=[CH:21][CH:22]=1)[N:19]=[C:18]([NH:23][C:24]1[C:29]([N+:30]([O-])=O)=[CH:28][CH:27]=[CH:26][C:25]=1[CH3:33])[N:17]=[CH:16]2. The catalyst is CO.C(OCC)(=O)C.[Pd]. The product is [Cl:12][C:4]1[C:5]([O:10][CH3:11])=[CH:6][C:7]([O:8][CH3:9])=[C:2]([Cl:1])[C:3]=1[C:13]1[CH:14]=[C:15]2[C:20](=[CH:21][CH:22]=1)[N:19]=[C:18]([NH:23][C:24]1[C:29]([NH2:30])=[CH:28][CH:27]=[CH:26][C:25]=1[CH3:33])[N:17]=[CH:16]2. The yield is 1.00.